From a dataset of Reaction yield outcomes from USPTO patents with 853,638 reactions. Predict the reaction yield, written as a fraction of the theoretical maximum amount of product (1.0 means a 100% yield; for example, 0.34 means a 34% yield). The reactants are [CH3:1][O:2][C:3]1[CH:8]=[CH:7][C:6]([C:9]2[S:10][CH:11]=[C:12]([CH2:14]O)[N:13]=2)=[CH:5][CH:4]=1.P(Br)(Br)[Br:17].O. The catalyst is C1(C)C=CC=CC=1. The product is [Br:17][CH2:14][C:12]1[N:13]=[C:9]([C:6]2[CH:7]=[CH:8][C:3]([O:2][CH3:1])=[CH:4][CH:5]=2)[S:10][CH:11]=1. The yield is 0.840.